Dataset: Forward reaction prediction with 1.9M reactions from USPTO patents (1976-2016). Task: Predict the product of the given reaction. Given the reactants [Cl:1][C:2]1[CH:3]=[C:4]([CH2:35][CH:36]=O)[CH:5]=[N:6][C:7]=1[N:8]1[CH2:13][CH2:12][N:11]([C:14]2[CH:19]=[C:18]([C:20]3[CH:25]=[CH:24][C:23]([F:26])=[C:22]([Cl:27])[CH:21]=3)[N:17]=[C:16]([N:28]3[CH2:32][CH2:31][CH2:30][C@H:29]3[CH3:33])[N:15]=2)[C@H:10]([CH3:34])[CH2:9]1.[CH3:38][NH:39][CH3:40], predict the reaction product. The product is: [Cl:1][C:2]1[CH:3]=[C:4]([CH2:35][CH2:36][N:39]([CH3:40])[CH3:38])[CH:5]=[N:6][C:7]=1[N:8]1[CH2:13][CH2:12][N:11]([C:14]2[CH:19]=[C:18]([C:20]3[CH:25]=[CH:24][C:23]([F:26])=[C:22]([Cl:27])[CH:21]=3)[N:17]=[C:16]([N:28]3[CH2:32][CH2:31][CH2:30][C@H:29]3[CH3:33])[N:15]=2)[C@H:10]([CH3:34])[CH2:9]1.